Task: Predict the reaction yield, written as a fraction of the theoretical maximum amount of product (1.0 means a 100% yield; for example, 0.34 means a 34% yield).. Dataset: Reaction yield outcomes from USPTO patents with 853,638 reactions (1) The reactants are [OH-:1].[K+].[Cl:3][C:4]1[C:9]([Cl:10])=[CH:8][CH:7]=[CH:6][C:5]=1[CH2:11][N:12]1[C:16]2[CH:17]=[C:18]([N:23]3[CH2:28][CH2:27][O:26][CH2:25][CH2:24]3)[CH:19]=[C:20]([C:21]#[N:22])[C:15]=2[N:14]=[C:13]1[CH3:29].OO. The catalyst is O.C1COCC1. The product is [Cl:3][C:4]1[C:9]([Cl:10])=[CH:8][CH:7]=[CH:6][C:5]=1[CH2:11][N:12]1[C:16]2[CH:17]=[C:18]([N:23]3[CH2:24][CH2:25][O:26][CH2:27][CH2:28]3)[CH:19]=[C:20]([C:21]([NH2:22])=[O:1])[C:15]=2[N:14]=[C:13]1[CH3:29]. The yield is 0.510. (2) The reactants are [Cl:1][C:2]1[N:7]=[C:6]([CH3:8])[N:5]=[C:4]([NH:9][C:10]2[S:11][C:12]([S:15][C:16]3[CH:21]=[CH:20][N:19]=[C:18]([C:22]([O:24]C)=[O:23])[CH:17]=3)=[CH:13][N:14]=2)[CH:3]=1.[OH-].[Na+].Cl. The catalyst is C1COCC1. The product is [Cl:1][C:2]1[N:7]=[C:6]([CH3:8])[N:5]=[C:4]([NH:9][C:10]2[S:11][C:12]([S:15][C:16]3[CH:21]=[CH:20][N:19]=[C:18]([C:22]([OH:24])=[O:23])[CH:17]=3)=[CH:13][N:14]=2)[CH:3]=1. The yield is 0.850. (3) The reactants are [P:1](Cl)(Cl)(=[O:12])[O:2][C:3]1[CH:8]=[CH:7][C:6]([N+:9]([O-:11])=[O:10])=[CH:5][CH:4]=1.[CH3:15][OH:16].C(N(CC)CC)C.[NH2:24][CH2:25][CH2:26][NH:27][C:28](=[O:50])[CH2:29][CH2:30][CH:31]=[CH:32][CH2:33][CH:34]=[CH:35][CH2:36][CH:37]=[CH:38][CH2:39][CH:40]=[CH:41][CH2:42][CH:43]=[CH:44][CH2:45][CH:46]=[CH:47][CH2:48][CH3:49]. The catalyst is C(Cl)Cl. The product is [C:28]([NH:27][CH2:26][CH2:25][NH:24][P:1](=[O:12])([O:2][C:3]1[CH:8]=[CH:7][C:6]([N+:9]([O-:11])=[O:10])=[CH:5][CH:4]=1)[O:16][CH3:15])(=[O:50])[CH2:29][CH2:30]/[CH:31]=[CH:32]\[CH2:33]/[CH:34]=[CH:35]\[CH2:36]/[CH:37]=[CH:38]\[CH2:39]/[CH:40]=[CH:41]\[CH2:42]/[CH:43]=[CH:44]\[CH2:45]/[CH:46]=[CH:47]\[CH2:48][CH3:49]. The yield is 0.390. (4) The catalyst is CN(C)C=O. The yield is 0.830. The product is [CH3:7][O:8][CH2:9][CH2:10][O:11][C:12]1[CH:13]=[C:14]([C:18]2[NH:29][C:21]3=[N:22][CH:23]=[C:24]([N+:26]([O-:28])=[O:27])[CH:25]=[C:20]3[CH:19]=2)[CH:15]=[CH:16][CH:17]=1. The reactants are CC(C)([O-])C.[K+].[CH3:7][O:8][CH2:9][CH2:10][O:11][C:12]1[CH:13]=[C:14]([C:18]#[C:19][C:20]2[C:21]([NH2:29])=[N:22][CH:23]=[C:24]([N+:26]([O-:28])=[O:27])[CH:25]=2)[CH:15]=[CH:16][CH:17]=1.O1CCCC1. (5) The reactants are [CH3:1][C:2]1[CH:3]=[C:4]2[C:8](=[CH:9][CH:10]=1)[NH:7][C:6](=[O:11])[C:5]2=O.O.NN.Cl. No catalyst specified. The product is [CH3:1][C:2]1[CH:3]=[C:4]2[C:8](=[CH:9][CH:10]=1)[NH:7][C:6](=[O:11])[CH2:5]2. The yield is 0.470. (6) The reactants are [OH:1][CH:2]1[CH2:5][N:4]([C:6]([O:8][C:9]([CH3:12])([CH3:11])[CH3:10])=[O:7])[CH2:3]1.[Br-].[K+].C(=O)(O)[O-].[Na+].Cl[O-].[Na+]. The catalyst is C(OCC)(=O)C.O.CC1(C)N([O])C(C)(C)CCC1. The product is [O:1]=[C:2]1[CH2:5][N:4]([C:6]([O:8][C:9]([CH3:12])([CH3:11])[CH3:10])=[O:7])[CH2:3]1. The yield is 0.970.